Dataset: Full USPTO retrosynthesis dataset with 1.9M reactions from patents (1976-2016). Task: Predict the reactants needed to synthesize the given product. The reactants are: C([NH:9][C:10]([NH:12][C:13]1[CH:35]=[CH:34][C:16]2[N:17]=[C:18]([NH:20][CH:21]3[CH2:26][CH2:25][N:24]([CH2:27][C:28]4[CH:33]=[CH:32][CH:31]=[CH:30][CH:29]=4)[CH2:23][CH2:22]3)[S:19][C:15]=2[CH:14]=1)=[S:11])(=O)C1C=CC=CC=1.[OH-].[Na+]. Given the product [CH2:27]([N:24]1[CH2:25][CH2:26][CH:21]([NH:20][C:18]2[S:19][C:15]3[CH:14]=[C:13]([NH:12][C:10]([NH2:9])=[S:11])[CH:35]=[CH:34][C:16]=3[N:17]=2)[CH2:22][CH2:23]1)[C:28]1[CH:29]=[CH:30][CH:31]=[CH:32][CH:33]=1, predict the reactants needed to synthesize it.